Dataset: Peptide-MHC class II binding affinity with 134,281 pairs from IEDB. Task: Regression. Given a peptide amino acid sequence and an MHC pseudo amino acid sequence, predict their binding affinity value. This is MHC class II binding data. (1) The peptide sequence is FVNQHLCGSHLVEAL. The MHC is HLA-DQA10501-DQB10201 with pseudo-sequence HLA-DQA10501-DQB10201. The binding affinity (normalized) is 0.316. (2) The peptide sequence is FDPYGATISATPESA. The MHC is DRB1_1101 with pseudo-sequence DRB1_1101. The binding affinity (normalized) is 0.193. (3) The peptide sequence is ALLTSRLTGLALRNR. The MHC is DRB3_0101 with pseudo-sequence DRB3_0101. The binding affinity (normalized) is 0.